Predict the product of the given reaction. From a dataset of Forward reaction prediction with 1.9M reactions from USPTO patents (1976-2016). Given the reactants [F:1][C:2]([F:42])([F:41])[C:3]1[CH:8]=[CH:7][C:6]([C:9]2[N:13]([CH2:14][O:15][CH2:16][CH2:17][Si:18]([CH3:21])([CH3:20])[CH3:19])[C:12]([N:22]3[CH2:27][CH2:26][N:25]([C:28]4[C:33]([C:34]([F:37])([F:36])[F:35])=[CH:32][CH:31]=[CH:30][N:29]=4)[CH2:24][CH2:23]3)=[N:11][C:10]=2[C:38](O)=[O:39])=[CH:5][CH:4]=1.F[P-](F)(F)(F)(F)F.N1(O[P+](N(C)C)(N(C)C)N(C)C)C2C=CC=CC=2N=N1.CCN(C(C)C)C(C)C.[CH:79]([N:82]1[CH2:87][CH2:86][NH:85][CH2:84][CH2:83]1)([CH3:81])[CH3:80], predict the reaction product. The product is: [CH:79]([N:82]1[CH2:87][CH2:86][N:85]([C:38]([C:10]2[N:11]=[C:12]([N:22]3[CH2:27][CH2:26][N:25]([C:28]4[C:33]([C:34]([F:35])([F:37])[F:36])=[CH:32][CH:31]=[CH:30][N:29]=4)[CH2:24][CH2:23]3)[N:13]([CH2:14][O:15][CH2:16][CH2:17][Si:18]([CH3:21])([CH3:20])[CH3:19])[C:9]=2[C:6]2[CH:7]=[CH:8][C:3]([C:2]([F:42])([F:1])[F:41])=[CH:4][CH:5]=2)=[O:39])[CH2:84][CH2:83]1)([CH3:81])[CH3:80].